The task is: Predict the reactants needed to synthesize the given product.. This data is from Full USPTO retrosynthesis dataset with 1.9M reactions from patents (1976-2016). (1) The reactants are: C1(C)C=CC(S([O-])(=O)=O)=CC=1.[NH+]1C=CC=CC=1.[Cl:18][C:19]1[CH:20]=[C:21]([C:25]([NH:27][CH:28]2[CH2:33][CH:32]([C:34]3[CH:39]=[CH:38][C:37]([C:40]([F:43])([F:42])[F:41])=[CH:36][CH:35]=3)[CH2:31][N:30]([C:44]([N:46]3[CH2:55][CH2:54][C:49]4(OCC[O:50]4)[CH2:48][CH2:47]3)=[O:45])[CH2:29]2)=[O:26])[CH:22]=[CH:23][CH:24]=1. Given the product [Cl:18][C:19]1[CH:20]=[C:21]([C:25]([NH:27][CH:28]2[CH2:33][CH:32]([C:34]3[CH:35]=[CH:36][C:37]([C:40]([F:42])([F:41])[F:43])=[CH:38][CH:39]=3)[CH2:31][N:30]([C:44]([N:46]3[CH2:47][CH2:48][C:49](=[O:50])[CH2:54][CH2:55]3)=[O:45])[CH2:29]2)=[O:26])[CH:22]=[CH:23][CH:24]=1, predict the reactants needed to synthesize it. (2) The reactants are: [CH3:1][O:2][C:3]1[CH:4]=[C:5]([OH:11])[CH:6]=[C:7]([O:9][CH3:10])[CH:8]=1.[CH2:12]=[O:13].C(N(CC)CC)C.[Mg+2].[Cl-].[Cl-].Cl. Given the product [CH3:10][O:9][C:7]1[CH:8]=[C:3]([O:2][CH3:1])[C:4]([CH:12]=[O:13])=[C:5]([OH:11])[CH:6]=1, predict the reactants needed to synthesize it. (3) Given the product [CH3:29][N:30]([CH3:31])[C:24]([C:22]1[N:23]=[C:17]2[CH:16]=[C:15]([NH:14][C:12]([C:11]3[N:10]([CH3:27])[N:9]=[CH:8][C:7]=3[C:5]([N:1]3[CH2:4][CH2:3][CH2:2]3)=[O:6])=[O:13])[CH:20]=[CH:19][N:18]2[N:21]=1)=[O:25], predict the reactants needed to synthesize it. The reactants are: [N:1]1([C:5]([C:7]2[CH:8]=[N:9][N:10]([CH3:27])[C:11]=2[C:12]([NH:14][C:15]2[CH:20]=[CH:19][N:18]3[N:21]=[C:22]([C:24](O)=[O:25])[N:23]=[C:17]3[CH:16]=2)=[O:13])=[O:6])[CH2:4][CH2:3][CH2:2]1.Cl.[CH3:29][NH:30][CH3:31].CCCP(=O)=O.C(N(C(C)C)CC)(C)C. (4) Given the product [NH2:1][C:2]1[N:7]([CH2:8][CH3:9])[C:6](=[O:10])[NH:5][C:4](=[O:11])[C:3]=1[N:12]=[O:13], predict the reactants needed to synthesize it. The reactants are: [NH2:1][C:2]1[N:7]([CH2:8][CH3:9])[C:6](=[O:10])[NH:5][C:4](=[O:11])[CH:3]=1.[N:12]([O-])=[O:13].[Na+]. (5) Given the product [OH:27][C:25]([CH3:28])([CH3:26])[CH2:24][N:11]1[CH2:10][CH2:9][N:8]([C:1]([O:3][C:4]([CH3:7])([CH3:6])[CH3:5])=[O:2])[CH2:13][CH2:12]1, predict the reactants needed to synthesize it. The reactants are: [C:1]([N:8]1[CH2:13][CH2:12][NH:11][CH2:10][CH2:9]1)([O:3][C:4]([CH3:7])([CH3:6])[CH3:5])=[O:2].CCN(C(C)C)C(C)C.Cl[CH2:24][C:25]([CH3:28])([OH:27])[CH3:26].CO.C(Cl)Cl.